This data is from P-glycoprotein inhibition data for predicting drug efflux from Broccatelli et al.. The task is: Regression/Classification. Given a drug SMILES string, predict its absorption, distribution, metabolism, or excretion properties. Task type varies by dataset: regression for continuous measurements (e.g., permeability, clearance, half-life) or binary classification for categorical outcomes (e.g., BBB penetration, CYP inhibition). Dataset: pgp_broccatelli. (1) The drug is O=c1c(O)c(-c2ccc(O)c(O)c2)oc2cc(O)cc(O)c12. The result is 0 (non-inhibitor). (2) The compound is CCN(CC)CC(=O)Nc1c(C)cccc1C. The result is 0 (non-inhibitor).